This data is from Forward reaction prediction with 1.9M reactions from USPTO patents (1976-2016). The task is: Predict the product of the given reaction. (1) The product is: [NH:4]1[C:12]2[C:7](=[CH:8][C:9]([NH:13][C:14](=[O:29])[C:15]3[CH:20]=[CH:19][C:18]([CH3:21])=[N:17][C:16]=3[N:22]3[CH2:23][CH2:24][CH:25]([CH3:28])[CH2:26][CH2:27]3)=[CH:10][CH:11]=2)[CH2:6][CH2:5]1. Given the reactants C([N:4]1[C:12]2[C:7](=[CH:8][C:9]([NH:13][C:14](=[O:29])[C:15]3[CH:20]=[CH:19][C:18]([CH3:21])=[N:17][C:16]=3[N:22]3[CH2:27][CH2:26][CH:25]([CH3:28])[CH2:24][CH2:23]3)=[CH:10][CH:11]=2)[CH2:6][CH2:5]1)(=O)C.Cl, predict the reaction product. (2) Given the reactants [F:1][C:2]1[C:11]([F:12])=[CH:10][C:5]([C:6]([O:8][CH3:9])=[O:7])=[C:4]([N+:13]([O-])=O)[CH:3]=1, predict the reaction product. The product is: [NH2:13][C:4]1[CH:3]=[C:2]([F:1])[C:11]([F:12])=[CH:10][C:5]=1[C:6]([O:8][CH3:9])=[O:7]. (3) Given the reactants [C:1]([O:5][C:6]([NH:8][C:9]1[C:10]([C:14]([OH:16])=O)=[N:11][NH:12][CH:13]=1)=[O:7])([CH3:4])([CH3:3])[CH3:2].[N:17]1([CH2:23][C:24]2[CH:25]=[C:26]([NH2:31])[C:27]([NH2:30])=[CH:28][CH:29]=2)[CH2:22][CH2:21][O:20][CH2:19][CH2:18]1.C(Cl)CCl.C1C=CC2N(O)N=NC=2C=1, predict the reaction product. The product is: [C:1]([O:5][C:6](=[O:7])[NH:8][C:9]1[C:10]([C:14](=[O:16])[NH:30][C:27]2[CH:28]=[CH:29][C:24]([CH2:23][N:17]3[CH2:22][CH2:21][O:20][CH2:19][CH2:18]3)=[CH:25][C:26]=2[NH2:31])=[N:11][NH:12][CH:13]=1)([CH3:2])([CH3:3])[CH3:4]. (4) The product is: [C:1]([O:5][C:6](=[O:44])[NH:7][C@@H:8]1[C:9](=[O:10])[N:11]2[CH2:15][C@H:14]([OH:16])[CH2:13][C@H:12]2[C:17](=[O:34])[NH:18][C@:19]2([C:24](=[O:33])[NH:25][S:26]([C:29]3([CH3:32])[CH2:30][CH2:31]3)(=[O:27])=[O:28])[CH2:21][C@H:20]2[CH:22]=[CH:40][CH2:39][CH2:38][C@@H:37]([CH3:42])[CH2:36][C@H:35]1[CH3:43])([CH3:4])([CH3:3])[CH3:2]. Given the reactants [C:1]([O:5][C:6](=[O:44])[NH:7][C@@H:8]([C@H:35]([CH3:43])[CH2:36][CH:37]([CH3:42])[CH2:38][CH2:39][CH:40]=C)[C:9]([N:11]1[CH2:15][C@H:14]([OH:16])[CH2:13][C@H:12]1[C:17](=[O:34])[NH:18][C@:19]1([C:24](=[O:33])[NH:25][S:26]([C:29]2([CH3:32])[CH2:31][CH2:30]2)(=[O:28])=[O:27])[CH2:21][C@H:20]1[CH:22]=C)=[O:10])([CH3:4])([CH3:3])[CH3:2], predict the reaction product. (5) Given the reactants COCCOC.Br[C:8]1[CH:9]=[C:10]([CH:13]=[CH:14][CH:15]=1)[CH:11]=[O:12].[CH3:16][C:17]1[C:18](B(O)O)=[CH:19][C:20]2[C:21]([CH3:30])([CH3:29])[CH2:22][CH2:23][C:24]([CH3:28])([CH3:27])[C:25]=2[CH:26]=1.C(=O)([O-])[O-].[K+].[K+], predict the reaction product. The product is: [CH3:16][C:17]1[C:18]([C:8]2[CH:9]=[C:10]([CH:13]=[CH:14][CH:15]=2)[CH:11]=[O:12])=[CH:19][C:20]2[C:21]([CH3:30])([CH3:29])[CH2:22][CH2:23][C:24]([CH3:28])([CH3:27])[C:25]=2[CH:26]=1. (6) Given the reactants [CH2:1]([C@H:8]([NH:17][C:18](=[O:37])[C@@H:19]([N:24]1[CH2:28][CH2:27][N:26]([CH2:29][C:30]2[CH:31]=[N:32][CH:33]=[CH:34][CH:35]=2)[C:25]1=[O:36])[C@@H:20]([CH3:23])[CH2:21][CH3:22])[C@H:9]([OH:16])[CH2:10][NH:11][CH2:12][CH:13]([CH3:15])[CH3:14])[C:2]1[CH:7]=[CH:6][CH:5]=[CH:4][CH:3]=1.[C:38]([C:40]1[CH:45]=[CH:44][C:43]([S:46](Cl)(=[O:48])=[O:47])=[CH:42][CH:41]=1)#[N:39].C(N(CC)CC)C, predict the reaction product. The product is: [CH2:1]([C@H:8]([NH:17][C:18](=[O:37])[C@@H:19]([N:24]1[CH2:28][CH2:27][N:26]([CH2:29][C:30]2[CH:31]=[N:32][CH:33]=[CH:34][CH:35]=2)[C:25]1=[O:36])[C@@H:20]([CH3:23])[CH2:21][CH3:22])[C@H:9]([OH:16])[CH2:10][N:11]([S:46]([C:43]1[CH:42]=[CH:41][C:40]([C:38]#[N:39])=[CH:45][CH:44]=1)(=[O:48])=[O:47])[CH2:12][CH:13]([CH3:14])[CH3:15])[C:2]1[CH:3]=[CH:4][CH:5]=[CH:6][CH:7]=1. (7) Given the reactants [Br:1][C:2]1[CH:15]=[C:14]2[C:5]([O:6][C:7]3[C:8]([F:21])=[CH:9][C:10]([O:19][CH3:20])=[CH:11][C:12]=3[C:13]2([CH:17]=[CH2:18])O)=[CH:4][CH:3]=1.[CH3:22][OH:23].S(=O)(=O)(O)O, predict the reaction product. The product is: [Br:1][C:2]1[CH:15]=[C:14]2[C:5]([O:6][C:7]3[C:8]([F:21])=[CH:9][C:10]([O:19][CH3:20])=[CH:11][C:12]=3[C:13]2=[CH:17][CH2:18][O:23][CH3:22])=[CH:4][CH:3]=1.